Dataset: Forward reaction prediction with 1.9M reactions from USPTO patents (1976-2016). Task: Predict the product of the given reaction. (1) Given the reactants [CH:1]([C:3]1[N:7]2[C:8](=[O:23])[CH:9]=[C:10]([CH2:12][N:13]([CH2:21][CH3:22])[C:14]3[CH:19]=[CH:18][C:17]([F:20])=[CH:16][CH:15]=3)[N:11]=[C:6]2[S:5][C:4]=1[CH3:24])=[CH2:2], predict the reaction product. The product is: [CH2:1]([C:3]1[N:7]2[C:8](=[O:23])[CH:9]=[C:10]([CH2:12][N:13]([CH2:21][CH3:22])[C:14]3[CH:15]=[CH:16][C:17]([F:20])=[CH:18][CH:19]=3)[N:11]=[C:6]2[S:5][C:4]=1[CH3:24])[CH3:2]. (2) Given the reactants S(=O)(=O)(O)O.[OH:6][C:7]1[C:8]([C:20]2[CH:25]=[CH:24][CH:23]=[CH:22][CH:21]=2)=[N:9][C:10]2[C:15]([C:16]=1[C:17]([OH:19])=[O:18])=[CH:14][CH:13]=[CH:12][CH:11]=2.[CH3:26]O, predict the reaction product. The product is: [OH:6][C:7]1[C:8]([C:20]2[CH:25]=[CH:24][CH:23]=[CH:22][CH:21]=2)=[N:9][C:10]2[C:15]([C:16]=1[C:17]([O:19][CH3:26])=[O:18])=[CH:14][CH:13]=[CH:12][CH:11]=2. (3) Given the reactants Cl[C:2](=O)[C:3]([O:5][CH2:6][CH3:7])=[O:4].[NH2:9][C:10]1[CH:18]=[CH:17][C:16]([Cl:19])=[CH:15][C:11]=1[C:12]([NH2:14])=[O:13], predict the reaction product. The product is: [Cl:19][C:16]1[CH:15]=[C:11]2[C:10](=[CH:18][CH:17]=1)[NH:9][C:2]([C:3]([O:5][CH2:6][CH3:7])=[O:4])=[N:14][C:12]2=[O:13]. (4) The product is: [F:23][C:20]([F:21])([F:22])[C:16]1[N:15]=[C:14]([C:11]2([OH:24])[CH2:10][CH2:9][NH:8][CH2:13][CH2:12]2)[CH:19]=[CH:18][CH:17]=1. Given the reactants C(OC([N:8]1[CH2:13][CH2:12][C:11]([OH:24])([C:14]2[CH:19]=[CH:18][CH:17]=[C:16]([C:20]([F:23])([F:22])[F:21])[N:15]=2)[CH2:10][CH2:9]1)=O)(C)(C)C.FC(F)(F)C(O)=O, predict the reaction product. (5) Given the reactants [C:1]([C:3]1[CH:11]=[CH:10][C:6]([C:7]([OH:9])=O)=[CH:5][CH:4]=1)#[N:2].CN(C(ON1N=NC2C=CC=NC1=2)=[N+](C)C)C.F[P-](F)(F)(F)(F)F.[F:36][C:37]1[CH:38]=[C:39]2[C:44](=[CH:45][CH:46]=1)[N:43]=[CH:42][CH:41]=[C:40]2[CH:47]1[CH2:52][CH2:51][CH:50]([CH:53]([NH2:56])[CH2:54][CH3:55])[CH2:49][CH2:48]1.CN1CCOCC1, predict the reaction product. The product is: [C:1]([C:3]1[CH:4]=[CH:5][C:6]([C:7]([NH:56][CH:53]([CH:50]2[CH2:49][CH2:48][CH:47]([C:40]3[C:39]4[C:44](=[CH:45][CH:46]=[C:37]([F:36])[CH:38]=4)[N:43]=[CH:42][CH:41]=3)[CH2:52][CH2:51]2)[CH2:54][CH3:55])=[O:9])=[CH:10][CH:11]=1)#[N:2]. (6) The product is: [OH:1][C:2]1[CH:7]=[CH:6][C:5]([CH2:8][CH2:9][C:10]([O:12][CH2:13][CH3:14])=[O:11])=[C:4]([C:15]([F:16])([F:17])[F:18])[CH:3]=1. Given the reactants [OH:1][C:2]1[CH:7]=[CH:6][C:5](/[CH:8]=[CH:9]/[C:10]([O:12][CH2:13][CH3:14])=[O:11])=[C:4]([C:15]([F:18])([F:17])[F:16])[CH:3]=1.[H][H], predict the reaction product. (7) Given the reactants [Cl:1][C:2]1[CH:3]=[C:4]([C:8](=[N:10][OH:11])[NH2:9])[CH:5]=[CH:6][CH:7]=1.[Cl:12][CH:13]([CH3:17])[C:14](Cl)=O, predict the reaction product. The product is: [Cl:12][CH:13]([C:17]1[O:11][N:10]=[C:8]([C:4]2[CH:5]=[CH:6][CH:7]=[C:2]([Cl:1])[CH:3]=2)[N:9]=1)[CH3:14]. (8) Given the reactants [CH:1]1([C:4]2[N:8]([CH3:9])[C:7]3[CH:10]=[CH:11][C:12]4[C@@H:13]([OH:25])[C@H:14]([OH:24])[C@@H:15]([C:18]5[CH:23]=[CH:22][CH:21]=[CH:20][CH:19]=5)[O:16][C:17]=4[C:6]=3[N:5]=2)[CH2:3][CH2:2]1.S(=O)(=O)(O)O, predict the reaction product. The product is: [CH:1]1([C:4]2[N:8]([CH3:9])[C:7]3[CH:10]=[CH:11][C:12]4[C@H:13]([O:25][CH2:14][CH2:15][O:16][CH3:17])[C@H:14]([OH:24])[C@@H:15]([C:18]5[CH:19]=[CH:20][CH:21]=[CH:22][CH:23]=5)[O:16][C:17]=4[C:6]=3[N:5]=2)[CH2:2][CH2:3]1.